Dataset: Reaction yield outcomes from USPTO patents with 853,638 reactions. Task: Predict the reaction yield, written as a fraction of the theoretical maximum amount of product (1.0 means a 100% yield; for example, 0.34 means a 34% yield). (1) The reactants are [C:1]([C:3]1[C:11]2[C:6](=[CH:7][C:8]([O:12]C)=[CH:9][CH:10]=2)[N:5]([CH2:14][CH3:15])[C:4]=1[C:16]1[CH:21]=[CH:20][C:19]([NH:22][S:23]([CH3:26])(=[O:25])=[O:24])=[CH:18][CH:17]=1)#[N:2].B(Br)(Br)Br.O. The yield is 0.220. The product is [C:1]([C:3]1[C:11]2[C:6](=[CH:7][C:8]([OH:12])=[CH:9][CH:10]=2)[N:5]([CH2:14][CH3:15])[C:4]=1[C:16]1[CH:17]=[CH:18][C:19]([NH:22][S:23]([CH3:26])(=[O:24])=[O:25])=[CH:20][CH:21]=1)#[N:2]. The catalyst is C(Cl)Cl. (2) The reactants are [Br:1][C:2]1[CH:6]=[C:5]([C:7]([OH:9])=O)[N:4]([C:10]2[C:15]([Cl:16])=[CH:14][CH:13]=[CH:12][N:11]=2)[N:3]=1.[NH2:17][C:18]1[C:23]([Cl:24])=[CH:22][C:21]([Cl:25])=[CH:20][C:19]=1[NH:26][C:27](=[O:30])[O:28][CH3:29].N1C=CC=C(C)C=1.CS(Cl)(=O)=O. The catalyst is CC#N. The product is [Br:1][C:2]1[CH:6]=[C:5]([C:7]([NH:17][C:18]2[C:23]([Cl:24])=[CH:22][C:21]([Cl:25])=[CH:20][C:19]=2[NH:26][C:27](=[O:30])[O:28][CH3:29])=[O:9])[N:4]([C:10]2[C:15]([Cl:16])=[CH:14][CH:13]=[CH:12][N:11]=2)[N:3]=1. The yield is 0.750. (3) The reactants are [C:1](N1C=CN=C1)(N1C=CN=C1)=O.[C:13]1([CH3:25])[CH:18]=[C:17]([C:19]([OH:21])=[O:20])[CH:16]=[C:15]([C:22]([OH:24])=[O:23])[CH:14]=1.[CH2:26]1[CH2:36][CH2:35]N2C(=NCCC2)CC1.[CH3:37][C:38](O)([CH3:40])[CH3:39].Cl. The catalyst is CN(C=O)C.CCOCC. The product is [C:13]1([CH3:25])[CH:18]=[C:17]([C:19]([O:21][C:38]([CH3:40])([CH3:39])[CH3:37])=[O:20])[CH:16]=[C:15]([C:22]([O:24][C:36]([CH3:35])([CH3:26])[CH3:1])=[O:23])[CH:14]=1. The yield is 0.840.